Dataset: Full USPTO retrosynthesis dataset with 1.9M reactions from patents (1976-2016). Task: Predict the reactants needed to synthesize the given product. Given the product [CH3:1][O:2][C:3]([C@H:5]1[CH2:8][C@H:7]([O:9][CH2:12][C:13]2[CH:18]=[CH:17][CH:16]=[CH:15][CH:14]=2)[CH2:6]1)=[O:4], predict the reactants needed to synthesize it. The reactants are: [CH3:1][O:2][C:3]([CH:5]1[CH2:8][CH:7]([OH:9])[CH2:6]1)=[O:4].[H-].[Na+].[CH2:12](Br)[C:13]1[CH:18]=[CH:17][CH:16]=[CH:15][CH:14]=1.